Dataset: Full USPTO retrosynthesis dataset with 1.9M reactions from patents (1976-2016). Task: Predict the reactants needed to synthesize the given product. The reactants are: [F:1][C:2]1[C:3]([O:20][CH:21]2[CH2:26][CH2:25][N:24](C(OC(C)(C)C)=O)[CH2:23][CH2:22]2)=[N:4][CH:5]=[N:6][C:7]=1[O:8][C:9]1[C:10]([CH3:19])=[N:11][C:12]([S:15]([CH3:18])(=[O:17])=[O:16])=[CH:13][CH:14]=1.[ClH:34].O1CCOCC1. Given the product [ClH:34].[F:1][C:2]1[C:7]([O:8][C:9]2[C:10]([CH3:19])=[N:11][C:12]([S:15]([CH3:18])(=[O:16])=[O:17])=[CH:13][CH:14]=2)=[N:6][CH:5]=[N:4][C:3]=1[O:20][CH:21]1[CH2:26][CH2:25][NH:24][CH2:23][CH2:22]1, predict the reactants needed to synthesize it.